This data is from Forward reaction prediction with 1.9M reactions from USPTO patents (1976-2016). The task is: Predict the product of the given reaction. (1) Given the reactants [C:1]([C:3]1[CH:9]=[CH:8][C:6]([NH2:7])=[CH:5][C:4]=1[Cl:10])#[N:2].[O:11]1[CH2:13][C@@H:12]1[CH2:14][N:15]1[C:23](=[O:24])[C:22]2[C:17](=[CH:18][CH:19]=[CH:20][CH:21]=2)[C:16]1=[O:25], predict the reaction product. The product is: [C:1]([C:3]1[CH:9]=[CH:8][C:6]([NH:7][CH2:13][C@@H:12]([OH:11])[CH2:14][N:15]2[C:16](=[O:25])[C:17]3[C:22](=[CH:21][CH:20]=[CH:19][CH:18]=3)[C:23]2=[O:24])=[CH:5][C:4]=1[Cl:10])#[N:2]. (2) The product is: [ClH:1].[Cl:1][C:2]1[C:7]([F:8])=[CH:6][C:5]([C:9]2[N:10]=[C:11]([N:18]3[CH2:19][CH2:20][CH:21]([O:24][CH2:25][C:26]([O:28][CH2:29][CH3:30])=[O:27])[CH2:22][CH2:23]3)[C:12]3[S:17][CH:16]=[CH:15][C:13]=3[N:14]=2)=[C:4]([F:33])[CH:3]=1. Given the reactants [Cl:1][C:2]1[C:7]([F:8])=[CH:6][C:5]([C:9]2[N:10]=[C:11]([N:18]3[CH2:23][CH2:22][CH:21]([O:24][CH2:25][C:26]([O:28][C:29](C)(C)[CH3:30])=[O:27])[CH2:20][CH2:19]3)[C:12]3[S:17][CH:16]=[CH:15][C:13]=3[N:14]=2)=[C:4]([F:33])[CH:3]=1.Cl.CCOC(C)=O, predict the reaction product. (3) Given the reactants C(OC([NH:8][C@@H:9]([CH2:13][CH2:14][CH2:15][CH2:16][NH:17][C:18]([O:20][CH2:21][C:22]#[CH:23])=[O:19])[C:10]([OH:12])=[O:11])=O)(C)(C)C.[C:24]([OH:30])([C:26]([F:29])([F:28])[F:27])=[O:25], predict the reaction product. The product is: [OH:30][C:24]([C:26]([F:29])([F:28])[F:27])=[O:25].[NH2:8][C@@H:9]([CH2:13][CH2:14][CH2:15][CH2:16][NH:17][C:18]([O:20][CH2:21][C:22]#[CH:23])=[O:19])[C:10]([OH:12])=[O:11]. (4) The product is: [F:1][C:2]1[CH:8]=[CH:7][C:5]([NH:6][C:13](=[O:15])[CH3:14])=[C:4]([C:9]([F:10])([F:11])[F:12])[CH:3]=1. Given the reactants [F:1][C:2]1[CH:8]=[CH:7][C:5]([NH2:6])=[C:4]([C:9]([F:12])([F:11])[F:10])[CH:3]=1.[C:13](OC(=O)C)(=[O:15])[CH3:14], predict the reaction product. (5) Given the reactants C(OC([N:8]1[CH2:17][CH2:16][C:15]2[NH:14][N:13]=[C:12]([C:18]3[CH:23]=[CH:22][C:21]([Cl:24])=[CH:20][CH:19]=3)[C:11]=2[CH2:10][CH2:9]1)=O)(C)(C)C.[O:25]1[C:29]2[CH:30]=[CH:31][C:32]([CH2:34]Cl)=[CH:33][C:28]=2[O:27][CH2:26]1.C(OC(N1CCC2C(=C(C3C=CC(Cl)=CC=3)N(CC3C=CC4OCOC=4C=3)N=2)CC1)=O)(C)(C)C, predict the reaction product. The product is: [O:25]1[C:29]2[CH:30]=[CH:31][C:32]([CH2:34][N:14]3[C:15]4[CH2:16][CH2:17][NH:8][CH2:9][CH2:10][C:11]=4[C:12]([C:18]4[CH:19]=[CH:20][C:21]([Cl:24])=[CH:22][CH:23]=4)=[N:13]3)=[CH:33][C:28]=2[O:27][CH2:26]1. (6) Given the reactants [CH3:1][O:2][C:3]1[CH:18]=[CH:17][C:6]([CH2:7][N:8]2[CH:12]=[C:11]([C:13](=[O:16])[CH2:14]Br)[CH:10]=[N:9]2)=[CH:5][CH:4]=1.[C-:19]#[N:20].[K+], predict the reaction product. The product is: [CH3:1][O:2][C:3]1[CH:18]=[CH:17][C:6]([CH2:7][N:8]2[CH:12]=[C:11]([C:13](=[O:16])[CH2:14][C:19]#[N:20])[CH:10]=[N:9]2)=[CH:5][CH:4]=1. (7) Given the reactants [C:1]1([C:25]2[CH:30]=[CH:29][CH:28]=[CH:27][CH:26]=2)[CH:6]=[CH:5][C:4]([CH:7]([N:13]2[C:17]3[CH:18]=[CH:19][C:20]([N+:22]([O-])=O)=[CH:21][C:16]=3[N:15]=[CH:14]2)[CH2:8][C:9]([O:11][CH3:12])=[O:10])=[CH:3][CH:2]=1.C([O-])=O.[NH4+].O, predict the reaction product. The product is: [NH2:22][C:20]1[CH:19]=[CH:18][C:17]2[N:13]([CH:7]([C:4]3[CH:5]=[CH:6][C:1]([C:25]4[CH:26]=[CH:27][CH:28]=[CH:29][CH:30]=4)=[CH:2][CH:3]=3)[CH2:8][C:9]([O:11][CH3:12])=[O:10])[CH:14]=[N:15][C:16]=2[CH:21]=1. (8) The product is: [F:14][C:15]1[C:20]([CH:21]([CH3:23])[CH3:22])=[CH:19][C:18]([C:2]2[C:3]([NH2:4])=[CH:5][C:6]([C:10]([F:13])([F:12])[F:11])=[C:7]([CH3:9])[CH:8]=2)=[C:17]([O:27][CH3:28])[CH:16]=1. Given the reactants I[C:2]1[CH:8]=[C:7]([CH3:9])[C:6]([C:10]([F:13])([F:12])[F:11])=[CH:5][C:3]=1[NH2:4].[F:14][C:15]1[C:20]([CH:21]([CH3:23])[CH3:22])=[CH:19][C:18](B(O)O)=[C:17]([O:27][CH3:28])[CH:16]=1, predict the reaction product.